Dataset: Catalyst prediction with 721,799 reactions and 888 catalyst types from USPTO. Task: Predict which catalyst facilitates the given reaction. (1) Reactant: [CH3:1][O:2][C:3]([C:5]1[CH:10]=[CH:9][C:8]([CH3:11])=[CH:7][N:6]=1)=[O:4].C1C(=O)N([Br:19])C(=O)C1.CC(N=NC(C#N)(C)C)(C#N)C. Product: [CH3:1][O:2][C:3]([C:5]1[CH:10]=[CH:9][C:8]([CH2:11][Br:19])=[CH:7][N:6]=1)=[O:4]. The catalyst class is: 53. (2) Reactant: [Cl:1][C:2]1[C:7]([C:8]([NH:10][C:11]2[CH:16]=[CH:15][CH:14]=[CH:13][C:12]=2[O:17][CH3:18])=[O:9])=[C:6](Cl)[N:5]=[CH:4][N:3]=1.[NH3:20]. Product: [NH2:20][C:6]1[C:7]([C:8]([NH:10][C:11]2[CH:16]=[CH:15][CH:14]=[CH:13][C:12]=2[O:17][CH3:18])=[O:9])=[C:2]([Cl:1])[N:3]=[CH:4][N:5]=1. The catalyst class is: 12. (3) Reactant: [CH:1]1[C:10]2[C:5](=[CH:6][CH:7]=[CH:8][CH:9]=2)[CH:4]=[CH:3][C:2]=1[SH:11].[CH:12]12[CH2:18][CH:15]([CH:16]=[CH:17]1)[CH2:14][CH:13]2[C:19]([OH:21])=[O:20].N(C(C)(C)C#N)=NC(C)(C)C#N. Product: [CH:1]1[C:10]2[C:5](=[CH:6][CH:7]=[CH:8][CH:9]=2)[CH:4]=[CH:3][C:2]=1[S:11][CH:17]1[CH:12]2[CH2:18][CH:15]([CH2:14][CH:13]2[C:19]([OH:21])=[O:20])[CH2:16]1. The catalyst class is: 7. (4) Reactant: [Cl:1][CH2:2][C:3]([NH:5][C:6]([CH3:11])([CH3:10])[C:7]([OH:9])=[O:8])=O.C(N(CC)CC)C.ClC(OCC)=O. Product: [Cl:1][CH2:2][C:3]1[O:8][C:7](=[O:9])[C:6]([CH3:11])([CH3:10])[N:5]=1. The catalyst class is: 21. (5) Reactant: [F:1][C:2]1[CH:7]=[C:6]([I:8])[CH:5]=[CH:4][C:3]=1[NH:9][C:10]1[N:15]([CH3:16])[C:14](=[O:17])[C:13]2[CH:18]=[CH:19][O:20][C:12]=2[C:11]=1[C:21]([OH:23])=O.CC1(C)[O:29][C@@H:28]([CH2:30][O:31][NH2:32])[CH2:27][O:26]1.Cl. Product: [OH:29][C@H:28]([CH2:27][OH:26])[CH2:30][O:31][NH:32][C:21]([C:11]1[C:12]2[O:20][CH:19]=[CH:18][C:13]=2[C:14](=[O:17])[N:15]([CH3:16])[C:10]=1[NH:9][C:3]1[CH:4]=[CH:5][C:6]([I:8])=[CH:7][C:2]=1[F:1])=[O:23]. The catalyst class is: 5. (6) Reactant: [CH3:1][C:2]1[CH:30]=[CH:29][C:5]([C:6]([C:8]2[CH:16]=[C:15]([C:17](=O)[C:18]3[CH:23]=[CH:22][C:21]([CH3:24])=[CH:20][CH:19]=3)[C:11]([C:12]([OH:14])=[O:13])=[CH:10][C:9]=2[C:26]([OH:28])=[O:27])=O)=[CH:4][CH:3]=1.[H][H]. Product: [CH3:1][C:2]1[CH:3]=[CH:4][C:5]([CH2:6][C:8]2[CH:16]=[C:15]([CH2:17][C:18]3[CH:23]=[CH:22][C:21]([CH3:24])=[CH:20][CH:19]=3)[C:11]([C:12]([OH:14])=[O:13])=[CH:10][C:9]=2[C:26]([OH:28])=[O:27])=[CH:29][CH:30]=1. The catalyst class is: 331. (7) Reactant: [OH:1][CH2:2][C:3]1([CH2:18][OH:19])[CH2:6][CH:5]([NH:7][C:8](=[O:17])[O:9][CH2:10][C:11]2[CH:16]=[CH:15][CH:14]=[CH:13][CH:12]=2)[CH2:4]1.C(N(CC)CC)C.[CH3:27][S:28](Cl)(=[O:30])=[O:29]. Product: [CH3:27][S:28]([O:19][CH2:18][C:3]1([CH2:2][O:1][S:28]([CH3:27])(=[O:30])=[O:29])[CH2:6][CH:5]([NH:7][C:8]([O:9][CH2:10][C:11]2[CH:12]=[CH:13][CH:14]=[CH:15][CH:16]=2)=[O:17])[CH2:4]1)(=[O:30])=[O:29]. The catalyst class is: 4. (8) Reactant: [F:1][C:2]1[CH:3]=[C:4]2[C:8](=[CH:9][CH:10]=1)[NH:7][C:6]([C:11]([OH:13])=O)=[CH:5]2.CCN=C=NCCCN(C)C.[NH2:25][CH2:26][CH2:27][CH2:28][OH:29]. Product: [OH:29][CH2:28][CH2:27][CH2:26][NH:25][C:11]([C:6]1[NH:7][C:8]2[C:4]([CH:5]=1)=[CH:3][C:2]([F:1])=[CH:10][CH:9]=2)=[O:13]. The catalyst class is: 64. (9) Reactant: C([O:8][CH2:9][C@@H:10]1[N:15]([C:16]([O:18][C:19]([CH3:22])([CH3:21])[CH3:20])=[O:17])[CH2:14][C@H:13]([C:23](=[O:48])[N:24]([CH:45]2[CH2:47][CH2:46]2)[C@@H:25]([C:27]2[C:35]3[C:30](=[N:31][C:32]([CH3:36])=[CH:33][CH:34]=3)[N:29]([CH2:37][CH2:38][CH2:39][NH:40][C:41]([O:43][CH3:44])=[O:42])[N:28]=2)[CH3:26])[O:12][CH2:11]1)C1C=CC=CC=1. Product: [CH:45]1([N:24]([C@@H:25]([C:27]2[C:35]3[C:30](=[N:31][C:32]([CH3:36])=[CH:33][CH:34]=3)[N:29]([CH2:37][CH2:38][CH2:39][NH:40][C:41]([O:43][CH3:44])=[O:42])[N:28]=2)[CH3:26])[C:23]([C@@H:13]2[O:12][CH2:11][C@H:10]([CH2:9][OH:8])[N:15]([C:16]([O:18][C:19]([CH3:21])([CH3:22])[CH3:20])=[O:17])[CH2:14]2)=[O:48])[CH2:46][CH2:47]1. The catalyst class is: 105. (10) Reactant: [Cl:1][C:2]1[CH:7]=[CH:6][N:5]=[C:4]([C:8]([NH:10][C:11]2[CH:16]=[CH:15][CH:14]=[C:13]([C:17]([NH:19][NH2:20])=O)[N:12]=2)=[O:9])[CH:3]=1.C[N:22]([CH3:26])[C:23](=O)[CH3:24].[CH:27]1(N)CC1.C(O)(=O)C. Product: [Cl:1][C:2]1[CH:7]=[CH:6][N:5]=[C:4]([C:8]([NH:10][C:11]2[CH:16]=[CH:15][CH:14]=[C:13]([C:17]3[N:22]([CH:23]4[CH2:27][CH2:24]4)[CH:26]=[N:20][N:19]=3)[N:12]=2)=[O:9])[CH:3]=1. The catalyst class is: 11.